From a dataset of Full USPTO retrosynthesis dataset with 1.9M reactions from patents (1976-2016). Predict the reactants needed to synthesize the given product. (1) Given the product [CH2:1]([N:4]1[CH:5]([CH2:6][CH2:7][CH3:8])[CH2:9][O:10][S@:18]1=[O:19])[CH2:2][CH3:3], predict the reactants needed to synthesize it. The reactants are: [CH2:1]([NH:4][C@@H:5]([CH2:9][OH:10])[CH2:6][CH2:7][CH3:8])[CH2:2][CH3:3].CN1CCOCC1.[S:18](Cl)(Cl)=[O:19].O. (2) The reactants are: C[O:2][C:3](=[O:39])[CH2:4][C:5]1[CH:10]=[CH:9][C:8]([NH:11][CH2:12][C:13](=[O:38])[CH2:14][CH2:15][N:16]2[CH2:21][CH2:20][CH:19]([O:22][C:23](=[O:37])[NH:24][C:25]3[CH:30]=[CH:29][CH:28]=[CH:27][C:26]=3[C:31]3[CH:36]=[CH:35][CH:34]=[CH:33][CH:32]=3)[CH2:18][CH2:17]2)=[CH:7][CH:6]=1.[OH-].[Li+].Cl. Given the product [C:26]1([C:31]2[CH:36]=[CH:35][CH:34]=[CH:33][CH:32]=2)[CH:27]=[CH:28][CH:29]=[CH:30][C:25]=1[NH:24][C:23]([O:22][CH:19]1[CH2:18][CH2:17][N:16]([CH2:15][CH2:14][C:13]([CH2:12][NH:11][C:8]2[CH:7]=[CH:6][C:5]([CH2:4][C:3]([OH:39])=[O:2])=[CH:10][CH:9]=2)=[O:38])[CH2:21][CH2:20]1)=[O:37], predict the reactants needed to synthesize it. (3) Given the product [Cl:18][C:19]1[CH:27]=[CH:26][CH:25]=[CH:24][C:20]=1[C:21]([NH:17][C:14]1[CH:13]=[CH:12][C:11]([C:10]2[C:2]([CH3:1])=[CH:3][C:4]3[O:5][CH2:6][CH2:7][C:8]=3[CH:9]=2)=[CH:16][N:15]=1)=[O:22], predict the reactants needed to synthesize it. The reactants are: [CH3:1][C:2]1[C:10]([C:11]2[CH:12]=[CH:13][C:14]([NH2:17])=[N:15][CH:16]=2)=[CH:9][C:8]2[CH2:7][CH2:6][O:5][C:4]=2[CH:3]=1.[Cl:18][C:19]1[CH:27]=[CH:26][CH:25]=[CH:24][C:20]=1[C:21](Cl)=[O:22]. (4) Given the product [CH2:1]([C:3]1[N:12]([CH2:13][C:14]2[CH:19]=[CH:18][C:17]([NH:20][CH2:21][CH:22]3[CH2:23][CH2:24][N:25]([CH:32]4[CH2:33][CH2:34][N:29]([CH3:28])[CH2:30][CH2:31]4)[CH2:26][CH2:27]3)=[CH:16][CH:15]=2)[C:6]2=[N:7][CH:8]=[CH:9][C:10]([CH3:11])=[C:5]2[N:4]=1)[CH3:2], predict the reactants needed to synthesize it. The reactants are: [CH2:1]([C:3]1[N:12]([CH2:13][C:14]2[CH:19]=[CH:18][C:17]([NH:20][CH2:21][CH:22]3[CH2:27][CH2:26][NH:25][CH2:24][CH2:23]3)=[CH:16][CH:15]=2)[C:6]2=[N:7][CH:8]=[CH:9][C:10]([CH3:11])=[C:5]2[N:4]=1)[CH3:2].[CH3:28][N:29]1[CH2:34][CH2:33][C:32](=O)[CH2:31][CH2:30]1.C(O[BH-](OC(=O)C)OC(=O)C)(=O)C.[Na+].[OH-].[Na+]. (5) Given the product [CH3:17][O:16][C:11]1[CH:10]=[CH:9][C:8]2[CH:7]([CH2:19][CH2:20][CH2:21][CH2:22][CH3:23])[C:6]3[C:14]([C:13]=2[CH:12]=1)=[CH:15][C:3]([O:2][CH3:1])=[CH:4][CH:5]=3, predict the reactants needed to synthesize it. The reactants are: [CH3:1][O:2][C:3]1[CH:4]=[CH:5][C:6]2[C:7]([CH2:19][CH2:20][CH2:21][CH2:22][CH3:23])(O)[C:8]3[C:13]([C:14]=2[CH:15]=1)=[CH:12][C:11]([O:16][CH3:17])=[CH:10][CH:9]=3.C([SiH](CC)CC)C.FC(F)(F)C(O)=O. (6) Given the product [C:1]([O:5][C:6](=[O:31])[NH:7][CH:8]1[C:9]([CH3:12])([CH3:13])[CH:10]=[CH:28][CH2:27][N:15]([CH2:16][C:17]2[CH:22]=[CH:21][C:20]([O:23][CH3:24])=[CH:19][C:18]=2[O:25][CH3:26])[C:14]1=[O:30])([CH3:2])([CH3:3])[CH3:4], predict the reactants needed to synthesize it. The reactants are: [C:1]([O:5][C:6](=[O:31])[NH:7][CH:8]([C:14](=[O:30])[N:15]([CH2:27][CH:28]=C)[CH2:16][C:17]1[CH:22]=[CH:21][C:20]([O:23][CH3:24])=[CH:19][C:18]=1[O:25][CH3:26])[C:9]([CH3:13])([CH3:12])[CH:10]=C)([CH3:4])([CH3:3])[CH3:2].